This data is from Full USPTO retrosynthesis dataset with 1.9M reactions from patents (1976-2016). The task is: Predict the reactants needed to synthesize the given product. (1) The reactants are: [Cl:1][C:2]1[CH:3]=[C:4]2[C:8](=[CH:9][C:10]=1[Cl:11])[C:7](=O)[N:6]([C:13]1[C:14]([CH3:33])=[C:15]([CH3:32])[C:16]3[O:20][C:19]([CH3:22])([CH3:21])[CH:18]([C:23]4[CH:28]=[CH:27][C:26]([F:29])=[CH:25][CH:24]=4)[C:17]=3[C:30]=1[CH3:31])[C:5]2=O. Given the product [Cl:11][C:10]1[CH:9]=[C:8]2[C:4](=[CH:3][C:2]=1[Cl:1])[CH2:5][N:6]([C:13]1[C:14]([CH3:33])=[C:15]([CH3:32])[C:16]3[O:20][C:19]([CH3:22])([CH3:21])[CH:18]([C:23]4[CH:28]=[CH:27][C:26]([F:29])=[CH:25][CH:24]=4)[C:17]=3[C:30]=1[CH3:31])[CH2:7]2, predict the reactants needed to synthesize it. (2) Given the product [CH3:1][O:2][C:3](=[O:29])[CH2:4][C@H:5]1[C:9]2[CH:10]=[CH:11][C:12]([O:14][C@H:15]3[C:23]4[C:18](=[C:19]([CH2:35][C:34]5[CH:37]=[CH:38][CH:39]=[CH:40][C:33]=5[C:31]#[N:32])[C:20]([C:24]([F:27])([F:26])[F:25])=[CH:21][CH:22]=4)[CH2:17][CH2:16]3)=[CH:13][C:8]=2[O:7][CH2:6]1, predict the reactants needed to synthesize it. The reactants are: [CH3:1][O:2][C:3](=[O:29])[CH2:4][C@H:5]1[C:9]2[CH:10]=[CH:11][C:12]([O:14][C@H:15]3[C:23]4[C:18](=[C:19](Br)[C:20]([C:24]([F:27])([F:26])[F:25])=[CH:21][CH:22]=4)[CH2:17][CH2:16]3)=[CH:13][C:8]=2[O:7][CH2:6]1.[Br-].[C:31]([C:33]1[CH:40]=[CH:39][CH:38]=[CH:37][C:34]=1[CH2:35][Zn+])#[N:32].